Dataset: Full USPTO retrosynthesis dataset with 1.9M reactions from patents (1976-2016). Task: Predict the reactants needed to synthesize the given product. (1) Given the product [OH-:9].[NH4+:7].[OH:12][C:3]1[C:2]([CH3:1])=[N:7][CH:6]=[C:5]([CH2:8][OH:9])[C:4]=1[CH2:10][NH:13][CH2:14][CH2:15][CH2:16][CH2:17][CH2:18][C:19]([OH:21])=[O:20], predict the reactants needed to synthesize it. The reactants are: [CH3:1][C:2]1[N:7]=[CH:6][C:5]([CH2:8][OH:9])=[C:4]([CH:10]=O)[C:3]=1[OH:12].[NH2:13][CH2:14][CH2:15][CH2:16][CH2:17][CH2:18][C:19]([OH:21])=[O:20].[BH4-].[Na+]. (2) Given the product [ClH:46].[NH2:28][C@H:23]1[CH2:24][CH2:25][CH2:26][CH2:27][C@@H:22]1[NH:21][C:18]1[CH:17]=[CH:16][C:15]([NH:14][C:10]2[CH:9]=[C:8]([N:5]3[CH2:6][CH2:7][C@:3]([CH:37]4[CH2:38][CH2:39]4)([C:1]#[N:2])[C:4]3=[O:36])[CH:13]=[CH:12][N:11]=2)=[N:20][CH:19]=1, predict the reactants needed to synthesize it. The reactants are: [C:1]([C@@:3]1([CH:37]2[CH2:39][CH2:38]2)[CH2:7][CH2:6][N:5]([C:8]2[CH:13]=[CH:12][N:11]=[C:10]([NH:14][C:15]3[N:20]=[CH:19][C:18]([NH:21][C@H:22]4[CH2:27][CH2:26][CH2:25][CH2:24][C@@H:23]4[NH:28]C(=O)OC(C)(C)C)=[CH:17][CH:16]=3)[CH:9]=2)[C:4]1=[O:36])#[N:2].C(OC(=O)C)C.[ClH:46].